Dataset: Experimentally validated miRNA-target interactions with 360,000+ pairs, plus equal number of negative samples. Task: Binary Classification. Given a miRNA mature sequence and a target amino acid sequence, predict their likelihood of interaction. (1) The miRNA is mmu-miR-362-3p with sequence AACACACCUGUUCAAGGAUUCA. The protein sequence of the target gene is MLAWQDVGAKAAPSHHKISFSVLDILDPQKFTRAALPPVRLAALEAKKSLEEVEAGQDACSGNPIGSQETPDAVGRGIDPGSPVEGSEAEEEEEAEDAGRAHQPERWQGVHEGSPEARAVAVGTEESGAEGLPASPGSPGSPRPRRRRAESSCAKPRRARTAFTYEQLVALENKFRATRYLSVCERLNLALSLSLTETQVKIWFQNRRTKWKKQNPGADGAVQAGGGAPQPGTPGAVAGGGGSATGSSPGPPVPGALPYQTFPTYPATNVLFPAASFPLTTAANGSPFTPFLGPSYLTPF.... Result: 1 (interaction). (2) The protein sequence of the target gene is MVAACRSVAGLLPRRRRCFPARAPLLRVALCLLCWTPAAVRAVPELGLWLETVNDKSGPLIFRKTMFNSTDIKLSVKSFHCSGPVKFTIVWHLKYHTCHNEHSNLEELFQKHKLSVDEDFCHYLKNDNCWTTKNENLDCNSDSQVFPSLNNKELINIRNVSNQERSMDVVARTQKDGFHIFIVSIKTENTDASWNLNVSLSMIGPHGYISASDWPLMIFYMVMCIVYILYGILWLTWSACYWKDILRIQFWIAAVIFLGMLEKAVFYSEYQNISNTGLSTQGLLIFAELISAIKRTLARL.... Result: 0 (no interaction). The miRNA is hsa-miR-3146 with sequence CAUGCUAGGAUAGAAAGAAUGG. (3) The miRNA is hsa-miR-5699-3p with sequence UCCUGUCUUUCCUUGUUGGAGC. The protein sequence of the target gene is MKTAENIRGTGSDGPRKRGLCVLCGLPAAGKSTFARALAHRLQQEQGWAIGVVAYDDVMPDAFLAGARARPAPSQWKLLRQELLKYLEYFLMAVINGCQMSVPPNRTEAMWEDFITCLKDQDLIFSAAFEAQSCYLLTKTAVSRPLFLVLDDNFYYQSMRYEVYQLARKYSLGFCQLFLDCPLETCLQRNGQRPQALPPETIHLMGRKLEKPNPEKNAWEHNSLTIPSPACASEASLEVTDLLLTALENPVKYAEDNMEQKDTDRIICSTNILHKTDQTLRRIVSQTMKEAKGNQEAFSE.... Result: 0 (no interaction). (4) The miRNA is hsa-miR-6894-5p with sequence AGGAGGAUGGAGAGCUGGGCCAGA. The protein sequence of the target gene is MILEGSGVMNLNPANNLLHQQPAWTDSYPTCNVSSGFFGSQWHEIHPQYWTKYQVWEWLQHLLDTNQLDASCIPFQEFDISGEHLCSMSLQEFTRAAGSAGQLLYSNLQHLKWNGQCSSDLFQSAHNVIVKTEQTDPSIMNTWKEENYLYDPSYGSTVDLLDSKTFCRAQISMTTSSHLPVAESPDMKKEQDHPVKSHTKKHNPRGTHLWEFIRDILLSPDKNPGLIKWEDRSEGIFRFLKSEAVAQLWGKKKNNSSMTYEKLSRAMRYYYKREILERVDGRRLVYKFGKNARGWRENEN.... Result: 0 (no interaction). (5) The miRNA is hsa-miR-24-3p with sequence UGGCUCAGUUCAGCAGGAACAG. The protein sequence of the target gene is MPGGLLLGDVAPNFEANTTVGRIRFHDFLGDSWGILFSHPRDFTPVCTTELGRAAKLAPEFAKRNVKLIALSIDSVEDHLAWSKDINAYNCEEPTEKLPFPIIDDRNRELAILLGMLDPAEKDEKGMPVTARVVFVFGPDKKLKLSILYPATTGRNFDEILRVVISLQLTAEKRVATPVDWKDGDSVMVLPTIPEEEAKKLFPKGVFTKELPSGKKYLRYTPQP. Result: 1 (interaction). (6) The miRNA is hsa-miR-301a-3p with sequence CAGUGCAAUAGUAUUGUCAAAGC. The protein sequence of the target gene is MDGESEVDFSSNSITPLWRRRSIPQPHQVLGRSKPRPQSYQSPNGLLITDFPVEDGGTLLAAQIPAQVPTASDSRTVHRSPLLLGAQRRAVANGGTASPEYRAASPRLRRPKSPKLPKAVPGGSPKSPANGAVTLPAPPPPPVLRPPRTPNAPAPCTPEEDLTGLTASPVPSPTANGLAANNDSPGSGSQSGRKAKDPERGLFPGPQKSSSEQKLPLQRLPSQENELLENPSVVLSTNSPAALKVGKQQIIPKSLASEIKISKSNNQNVEPHKRLLKVRSMVEGLGGPLGHAGEESEVDN.... Result: 1 (interaction). (7) The miRNA is mmu-miR-5124a with sequence GGUCCAGUGACUAAGAGCAU. The protein sequence of the target gene is MPADLMEKNSSSPVAATPASMSNTPDKPKTASEHRKSSKPIMEKRRRARINESLGQLKTLILDALKKDSSRHSKLEKADILEMTVKHLRNLQRVQMTAALSTDPSVLGKYRAGFSECMNEVTRFLSTCEGVNTDVRTRLLGHLANCMNQINAMNYPTQPQIPAAAAPHPAYGQPLVQLQGAAPQSSPAPIACKMGGPPVEAAKVYGGFQLVPAPDGQFAFLITNPAFPHNGSVIPVYTNSNVGTALPPSVSPSVMPSVTADSVWRPW. Result: 0 (no interaction). (8) The miRNA is hsa-miR-5194 with sequence UGAGGGGUUUGGAAUGGGAUGG. The protein sequence of the target gene is MTGKSVKDVDRYQAVLANLLLEEDNKFCADCQSKGPRWASWNIGVFICIRCAGIHRNLGVHISRVKSVNLDQWTQEQIQCMQEMGNGKANRLYEAYLPETFRRPQIDPAVEGFIRDKYEKKKYMDRSLDINAFRKEKDDKWKRGSEPVPEKKLEPVVFEKVKMPQKKEDPQLPRKSSPKSTAPVMDLLGLDAPVACSIANSKTSNTLEKDLDLLASVPSPSSSGSRKVVGSMPTAGSAGSVPENLNLFPEPGSKSEEIGKKQLSKDSILSLYGSQTPQMPTQAMFMAPAQMAYPTAYPSF.... Result: 0 (no interaction).